The task is: Regression. Given two drug SMILES strings and cell line genomic features, predict the synergy score measuring deviation from expected non-interaction effect.. This data is from NCI-60 drug combinations with 297,098 pairs across 59 cell lines. (1) Cell line: DU-145. Synergy scores: CSS=66.4, Synergy_ZIP=1.64, Synergy_Bliss=3.20, Synergy_Loewe=-38.1, Synergy_HSA=3.74. Drug 2: CCCCCOC(=O)NC1=NC(=O)N(C=C1F)C2C(C(C(O2)C)O)O. Drug 1: C1=CC(=C2C(=C1NCCNCCO)C(=O)C3=C(C=CC(=C3C2=O)O)O)NCCNCCO. (2) Drug 2: COC1=NC(=NC2=C1N=CN2C3C(C(C(O3)CO)O)O)N. Cell line: SK-MEL-28. Synergy scores: CSS=27.4, Synergy_ZIP=-3.07, Synergy_Bliss=-4.10, Synergy_Loewe=-30.8, Synergy_HSA=-4.76. Drug 1: CCCS(=O)(=O)NC1=C(C(=C(C=C1)F)C(=O)C2=CNC3=C2C=C(C=N3)C4=CC=C(C=C4)Cl)F. (3) Drug 1: CC1=CC2C(CCC3(C2CCC3(C(=O)C)OC(=O)C)C)C4(C1=CC(=O)CC4)C. Drug 2: CC1C(C(=O)NC(C(=O)N2CCCC2C(=O)N(CC(=O)N(C(C(=O)O1)C(C)C)C)C)C(C)C)NC(=O)C3=C4C(=C(C=C3)C)OC5=C(C(=O)C(=C(C5=N4)C(=O)NC6C(OC(=O)C(N(C(=O)CN(C(=O)C7CCCN7C(=O)C(NC6=O)C(C)C)C)C)C(C)C)C)N)C. Cell line: ACHN. Synergy scores: CSS=12.8, Synergy_ZIP=18.7, Synergy_Bliss=18.8, Synergy_Loewe=19.9, Synergy_HSA=19.1. (4) Drug 1: CC1=C2C(C(=O)C3(C(CC4C(C3C(C(C2(C)C)(CC1OC(=O)C(C(C5=CC=CC=C5)NC(=O)C6=CC=CC=C6)O)O)OC(=O)C7=CC=CC=C7)(CO4)OC(=O)C)O)C)OC(=O)C. Drug 2: C1C(C(OC1N2C=NC(=NC2=O)N)CO)O. Cell line: LOX IMVI. Synergy scores: CSS=48.3, Synergy_ZIP=3.94, Synergy_Bliss=3.47, Synergy_Loewe=0.0791, Synergy_HSA=3.71. (5) Drug 1: CC1=C2C(C(=O)C3(C(CC4C(C3C(C(C2(C)C)(CC1OC(=O)C(C(C5=CC=CC=C5)NC(=O)C6=CC=CC=C6)O)O)OC(=O)C7=CC=CC=C7)(CO4)OC(=O)C)O)C)OC(=O)C. Drug 2: C1=NC2=C(N1)C(=S)N=CN2. Cell line: HCT-15. Synergy scores: CSS=21.1, Synergy_ZIP=-4.19, Synergy_Bliss=8.69, Synergy_Loewe=-2.03, Synergy_HSA=2.01. (6) Drug 1: C1=CC(=CC=C1C#N)C(C2=CC=C(C=C2)C#N)N3C=NC=N3. Drug 2: COC1=C2C(=CC3=C1OC=C3)C=CC(=O)O2. Cell line: OVCAR-8. Synergy scores: CSS=-1.15, Synergy_ZIP=-0.650, Synergy_Bliss=-3.05, Synergy_Loewe=-4.48, Synergy_HSA=-5.09. (7) Drug 2: C1=CN(C(=O)N=C1N)C2C(C(C(O2)CO)O)O.Cl. Drug 1: CN1CCC(CC1)COC2=C(C=C3C(=C2)N=CN=C3NC4=C(C=C(C=C4)Br)F)OC. Cell line: UACC-257. Synergy scores: CSS=3.75, Synergy_ZIP=-2.01, Synergy_Bliss=1.27, Synergy_Loewe=-0.00722, Synergy_HSA=-0.255. (8) Drug 1: CCCCC(=O)OCC(=O)C1(CC(C2=C(C1)C(=C3C(=C2O)C(=O)C4=C(C3=O)C=CC=C4OC)O)OC5CC(C(C(O5)C)O)NC(=O)C(F)(F)F)O. Drug 2: C1CCC(C(C1)N)N.C(=O)(C(=O)[O-])[O-].[Pt+4]. Cell line: OVCAR-5. Synergy scores: CSS=48.8, Synergy_ZIP=-21.8, Synergy_Bliss=-19.2, Synergy_Loewe=-17.7, Synergy_HSA=-14.9.